The task is: Predict which catalyst facilitates the given reaction.. This data is from Catalyst prediction with 721,799 reactions and 888 catalyst types from USPTO. (1) Reactant: [I:1][C:2]1[CH:7]=[CH:6][N:5]=[C:4]([C:8](OC)=[O:9])[CH:3]=1.[BH4-].[Na+]. Product: [I:1][C:2]1[CH:7]=[CH:6][N:5]=[C:4]([CH2:8][OH:9])[CH:3]=1. The catalyst class is: 100. (2) Reactant: [CH3:1][C:2]1[CH:3]=[CH:4][CH:5]=[C:6]2[C:11]=1[N:10]=[C:9]([C:12]1[CH:17]=[CH:16][CH:15]=[CH:14][C:13]=1[C:18]([F:21])([F:20])[F:19])[C:8]([CH:22]=O)=[CH:7]2.[CH2:24]([NH2:33])[C:25]1[CH:32]=[CH:31][C:28]([O:29][CH3:30])=[CH:27][CH:26]=1.[BH-](OC(C)=O)(OC(C)=O)OC(C)=O.[Na+]. Product: [CH3:30][O:29][C:28]1[CH:31]=[CH:32][C:25]([CH2:24][NH:33][CH2:22][C:8]2[C:9]([C:12]3[CH:17]=[CH:16][CH:15]=[CH:14][C:13]=3[C:18]([F:21])([F:20])[F:19])=[N:10][C:11]3[C:6]([CH:7]=2)=[CH:5][CH:4]=[CH:3][C:2]=3[CH3:1])=[CH:26][CH:27]=1. The catalyst class is: 26. (3) Reactant: C([O:3][C:4]([C:6]1[N:7]=[C:8]([CH3:20])[N:9]([C:12]2[CH:17]=[CH:16][C:15]([F:18])=[CH:14][C:13]=2[F:19])[C:10]=1[CH3:11])=O)C.[H-].[Al+3].[Li+].[H-].[H-].[H-]. Product: [F:19][C:13]1[CH:14]=[C:15]([F:18])[CH:16]=[CH:17][C:12]=1[N:9]1[C:10]([CH3:11])=[C:6]([CH2:4][OH:3])[N:7]=[C:8]1[CH3:20]. The catalyst class is: 1. (4) Reactant: [CH3:1][C:2]([C:17]1[N:21]([CH3:22])[C:20]([C:23]2[CH:28]=[CH:27][CH:26]=[CH:25][C:24]=2[C:29]([F:32])([F:31])[F:30])=[N:19][N:18]=1)([O:4][C:5]1[CH:13]=[CH:12][C:8]([C:9]([NH2:11])=[O:10])=[CH:7][C:6]=1[C:14]([NH2:16])=[O:15])[CH3:3].O.C(=O)(O)[O-].[Na+].[NH3:39].[CH3:40][C:41]([N:43](C)C)=[O:42]. Product: [C:9]([C:8]1[CH:12]=[CH:13][C:5]([O:4][C:2]([CH3:1])([C:17]2[N:21]([CH3:22])[C:20]([C:23]3[CH:28]=[CH:27][CH:26]=[CH:25][C:24]=3[C:29]([F:31])([F:32])[F:30])=[N:19][N:18]=2)[CH3:3])=[C:6]([C:14]2[O:15][N:39]=[C:40]([C:41]([NH2:43])=[O:42])[N:16]=2)[CH:7]=1)(=[O:10])[NH2:11]. The catalyst class is: 8. (5) Reactant: [NH2:1][CH:2]([C:9]1[CH:14]=[CH:13][CH:12]=[CH:11][CH:10]=1)[C:3]([N:6]([CH3:8])[CH3:7])([CH3:5])[CH3:4].[Cl:15][C:16]1[CH:24]=[C:23]([CH3:25])[C:19]([C:20](O)=[O:21])=[C:18]([CH3:26])[CH:17]=1.C1C=CC2N(O)N=NC=2C=1.C(Cl)CCl. Product: [Cl:15][C:16]1[CH:17]=[C:18]([CH3:26])[C:19]([C:20]([NH:1][CH:2]([C:9]2[CH:10]=[CH:11][CH:12]=[CH:13][CH:14]=2)[C:3]([N:6]([CH3:7])[CH3:8])([CH3:5])[CH3:4])=[O:21])=[C:23]([CH3:25])[CH:24]=1. The catalyst class is: 2.